From a dataset of Catalyst prediction with 721,799 reactions and 888 catalyst types from USPTO. Predict which catalyst facilitates the given reaction. (1) Reactant: [C:1]([CH:5]1[CH2:14][CH2:13][C:12]2[N:11]=[C:10]3[S:15][C:16]([C:18]4[O:19][C:20]([CH2:23]Cl)=[CH:21][N:22]=4)=[CH:17][C:9]3=[CH:8][C:7]=2[CH2:6]1)([CH3:4])([CH3:3])[CH3:2].C([O-])(O)=[O:26].[Na+].[BH4-].[Na+]. Product: [C:1]([CH:5]1[CH2:14][CH2:13][C:12]2[N:11]=[C:10]3[S:15][C:16]([C:18]4[O:19][C:20]([CH2:23][OH:26])=[CH:21][N:22]=4)=[CH:17][C:9]3=[CH:8][C:7]=2[CH2:6]1)([CH3:4])([CH3:3])[CH3:2]. The catalyst class is: 58. (2) Reactant: C[O:2][C:3]1[CH:8]=[CH:7][C:6]([N:9]2[CH:13]=[C:12]([C:14]#[N:15])[CH:11]=[N:10]2)=[CH:5][CH:4]=1.[Cl-].[Cl-].[Cl-].[Al+3].C(S)CCCCCCCCCCC. Product: [OH:2][C:3]1[CH:4]=[CH:5][C:6]([N:9]2[CH:13]=[C:12]([C:14]#[N:15])[CH:11]=[N:10]2)=[CH:7][CH:8]=1. The catalyst class is: 11. (3) Reactant: [Br:1][C:2]1[CH:3]=[CH:4][C:5]2[NH:10][C:9](=O)[O:8][C:7](=[O:12])[C:6]=2[C:13]=1[O:14][CH3:15]. Product: [NH2:10][C:5]1[C:6]([C:7]([O:8][CH3:9])=[O:12])=[C:13]([O:14][CH3:15])[C:2]([Br:1])=[CH:3][CH:4]=1. The catalyst class is: 5. (4) Reactant: Br[C:2]1[CH:7]=[CH:6][C:5]([CH2:8][CH2:9][CH2:10][CH2:11][C:12]([OH:14])=[O:13])=[CH:4][CH:3]=1.[F:15][C:16]([F:27])([F:26])[C:17]1[CH:22]=[CH:21][C:20](B(O)O)=[CH:19][CH:18]=1.C(=O)([O-])[O-].[Na+].[Na+].O. Product: [F:15][C:16]([F:27])([F:26])[C:17]1[CH:22]=[CH:21][C:20]([C:2]2[CH:7]=[CH:6][C:5]([CH2:8][CH2:9][CH2:10][CH2:11][C:12]([OH:14])=[O:13])=[CH:4][CH:3]=2)=[CH:19][CH:18]=1. The catalyst class is: 32. (5) Reactant: C(N(CC)CC)C.Cl.[Cl:9][C:10]1[CH:11]=[C:12]2[C:16](=[CH:17][CH:18]=1)[NH:15][CH:14]=[C:13]2[CH2:19][CH2:20][NH2:21].[I:22][C:23]1[CH:31]=[CH:30][CH:29]=[CH:28][C:24]=1[C:25](Cl)=[O:26]. Product: [Cl:9][C:10]1[CH:11]=[C:12]2[C:16](=[CH:17][CH:18]=1)[NH:15][CH:14]=[C:13]2[CH2:19][CH2:20][NH:21][C:25](=[O:26])[C:24]1[CH:28]=[CH:29][CH:30]=[CH:31][C:23]=1[I:22]. The catalyst class is: 4. (6) Reactant: [OH-].[Na+].[NH2:3][C:4]1[S:5][C:6]2[CH:12]=[C:11]([S:13][C:14]([CH3:21])([CH3:20])[C:15]([O:17]CC)=[O:16])[CH:10]=[CH:9][C:7]=2[N:8]=1. Product: [NH2:3][C:4]1[S:5][C:6]2[CH:12]=[C:11]([S:13][C:14]([CH3:21])([CH3:20])[C:15]([OH:17])=[O:16])[CH:10]=[CH:9][C:7]=2[N:8]=1. The catalyst class is: 353.